From a dataset of Catalyst prediction with 721,799 reactions and 888 catalyst types from USPTO. Predict which catalyst facilitates the given reaction. (1) Reactant: [Cl:1][C:2]1[CH:7]=[CH:6][CH:5]=[C:4]([Cl:8])[C:3]=1[CH2:9][CH2:10][O:11][CH2:12][C:13]([OH:15])=O.CN(C(ON1N=NC2C=CC=NC1=2)=[N+](C)C)C.F[P-](F)(F)(F)(F)F.C(N(CC)CC)C.[NH:47]1[CH2:52][CH2:51][CH:50]([OH:53])[CH2:49][CH2:48]1. Product: [Cl:8][C:4]1[CH:5]=[CH:6][CH:7]=[C:2]([Cl:1])[C:3]=1[CH2:9][CH2:10][O:11][CH2:12][C:13]([N:47]1[CH2:52][CH2:51][CH:50]([OH:53])[CH2:49][CH2:48]1)=[O:15]. The catalyst class is: 3. (2) Reactant: [CH3:1][NH:2][C:3]1[C:8]([CH:9](O)[CH3:10])=[CH:7][N:6]=[C:5]([S:12][CH3:13])[N:4]=1.S(Cl)([Cl:16])=O. Product: [Cl:16][CH:9]([C:8]1[C:3]([NH:2][CH3:1])=[N:4][C:5]([S:12][CH3:13])=[N:6][CH:7]=1)[CH3:10]. The catalyst class is: 22. (3) Reactant: [C:1]([C:4]1[CH:11]=[CH:10][C:7](C=O)=[CH:6][CH:5]=1)([OH:3])=[O:2].[CH2:12]([C:14]([C:16]1[CH:21]=[CH:20][CH:19]=[CH:18][CH:17]=1)=[O:15])[CH3:13].[OH-].[K+]. The catalyst class is: 8. Product: [C:11]1([CH:13]=[CH:12][C:14]([C:16]2[CH:21]=[CH:20][CH:19]=[CH:18][CH:17]=2)=[O:15])[C:4]([C:1]([OH:3])=[O:2])=[CH:5][CH:6]=[CH:7][CH:10]=1.